Dataset: Forward reaction prediction with 1.9M reactions from USPTO patents (1976-2016). Task: Predict the product of the given reaction. (1) The product is: [F:1][C:2]1[CH:7]=[C:6]([F:8])[CH:5]=[CH:4][C:3]=1[C:9]1[N:10]=[C:11]2[C:16]([CH3:17])=[N:15][CH:14]=[CH:13][N:12]2[C:18]=1[C:19]1[CH:24]=[CH:23][N:22]=[C:21]([NH:29][CH2:30][CH2:31][C:32]([CH3:35])([OH:34])[CH3:33])[N:20]=1. Given the reactants [F:1][C:2]1[CH:7]=[C:6]([F:8])[CH:5]=[CH:4][C:3]=1[C:9]1[N:10]=[C:11]2[C:16]([CH3:17])=[N:15][CH:14]=[CH:13][N:12]2[C:18]=1[C:19]1[CH:24]=[CH:23][N:22]=[C:21](S(C)(=O)=O)[N:20]=1.[NH2:29][CH2:30][CH2:31][C:32]([CH3:35])([OH:34])[CH3:33], predict the reaction product. (2) Given the reactants Br[C:2]1[CH:10]=[CH:9][CH:8]=[C:7]2[C:3]=1[CH2:4][CH2:5][C:6]2(OC)[C:11]1[CH:16]=[CH:15][CH:14]=[CH:13][CH:12]=1.[Li]CCCC.C([O:27]B(OC(C)C)OC(C)C)(C)C.C(O)(=O)C.OO, predict the reaction product. The product is: [C:11]1([C:6]2[C:7]3[C:3](=[C:2]([OH:27])[CH:10]=[CH:9][CH:8]=3)[CH2:4][CH:5]=2)[CH:16]=[CH:15][CH:14]=[CH:13][CH:12]=1. (3) Given the reactants [F:1][C:2]1[CH:3]=[C:4]([CH:6]=[CH:7][C:8]=1[F:9])[NH2:5].C(N(CC)CC)C.[C:17](OC(=O)C)(=[O:19])[CH3:18], predict the reaction product. The product is: [F:1][C:2]1[CH:3]=[C:4]([NH:5][C:17](=[O:19])[CH3:18])[CH:6]=[CH:7][C:8]=1[F:9]. (4) Given the reactants [NH2:1][C@H:2]1[C:11]2[C:6](=[CH:7][CH:8]=[C:9]([F:12])[CH:10]=2)[N:5]([C:13](=[O:15])[CH3:14])[C@@H:4]([CH:16]2[CH2:18][CH2:17]2)[C@@H:3]1[CH3:19].Br[C:21]1[CH:30]=[CH:29][C:24]([C:25]([NH:27][CH3:28])=[O:26])=[CH:23][CH:22]=1.CC(C)([O-])C.[Na+].CN(C1C(C2C(P(C3CCCCC3)C3CCCCC3)=CC=CC=2)=CC=CC=1)C, predict the reaction product. The product is: [C:13]([N:5]1[C:6]2[C:11](=[CH:10][C:9]([F:12])=[CH:8][CH:7]=2)[C@H:2]([NH:1][C:21]2[CH:30]=[CH:29][C:24]([C:25]([NH:27][CH3:28])=[O:26])=[CH:23][CH:22]=2)[C@@H:3]([CH3:19])[C@@H:4]1[CH:16]1[CH2:18][CH2:17]1)(=[O:15])[CH3:14].